From a dataset of Full USPTO retrosynthesis dataset with 1.9M reactions from patents (1976-2016). Predict the reactants needed to synthesize the given product. (1) Given the product [CH3:1][C:2]1[C:3]([NH:15][CH:16]2[CH2:26][CH2:25][C:19]3([CH2:24][CH2:23][N:22]([C:30](=[O:31])[CH2:29][C:27]#[N:28])[CH2:21][CH2:20]3)[CH2:18][CH2:17]2)=[N:4][C:5]([NH:8][C:9]2[CH:10]=[N:11][N:12]([CH3:14])[CH:13]=2)=[N:6][CH:7]=1, predict the reactants needed to synthesize it. The reactants are: [CH3:1][C:2]1[C:3]([NH:15][CH:16]2[CH2:26][CH2:25][C:19]3([CH2:24][CH2:23][NH:22][CH2:21][CH2:20]3)[CH2:18][CH2:17]2)=[N:4][C:5]([NH:8][C:9]2[CH:10]=[N:11][N:12]([CH3:14])[CH:13]=2)=[N:6][CH:7]=1.[C:27]([CH2:29][C:30](O)=[O:31])#[N:28].CN(C(ON1N=NC2C=CC=NC1=2)=[N+](C)C)C.F[P-](F)(F)(F)(F)F.CCN(CC)CC. (2) The reactants are: [NH2:1][C@H:2]1[CH2:7][CH2:6][C@H:5]([C:8]2[N:13]=[CH:12][C:11]([OH:14])=[CH:10][CH:9]=2)[CH2:4][CH2:3]1.[C:15]1([S:21][CH2:22][C:23](O)=[O:24])[CH:20]=[CH:19][CH:18]=[CH:17][CH:16]=1. Given the product [OH:14][C:11]1[CH:10]=[CH:9][C:8]([C@H:5]2[CH2:4][CH2:3][C@H:2]([NH:1][C:23](=[O:24])[CH2:22][S:21][C:15]3[CH:20]=[CH:19][CH:18]=[CH:17][CH:16]=3)[CH2:7][CH2:6]2)=[N:13][CH:12]=1, predict the reactants needed to synthesize it. (3) Given the product [F:1][C:2]1[CH:3]=[C:4]([N:8]2[CH:13]=[CH:12][C:11]([C:14]([OH:16])=[O:15])=[CH:10][C:9]2=[O:18])[CH:5]=[CH:6][CH:7]=1, predict the reactants needed to synthesize it. The reactants are: [F:1][C:2]1[CH:3]=[C:4]([N:8]2[CH:13]=[CH:12][C:11]([C:14]([O:16]C)=[O:15])=[CH:10][C:9]2=[O:18])[CH:5]=[CH:6][CH:7]=1.[Li+].[OH-]. (4) Given the product [N+:7]([C:10]1[CH:11]=[CH:12][C:13]([C:14]([O:6][CH:1]2[CH2:5][CH:4]=[CH:3][CH2:2]2)=[O:15])=[CH:17][CH:18]=1)([O-:9])=[O:8], predict the reactants needed to synthesize it. The reactants are: [CH:1]1([OH:6])[CH2:5][CH:4]=[CH:3][CH2:2]1.[N+:7]([C:10]1[CH:18]=[CH:17][C:13]([C:14](Cl)=[O:15])=[CH:12][CH:11]=1)([O-:9])=[O:8]. (5) Given the product [NH:33]1[CH:32]=[C:31]([CH2:30][CH2:29][NH:28][CH2:26][C:23]2[CH:22]=[CH:21][C:20]3[C:25](=[C:16]([OH:15])[CH:17]=[CH:18][CH:19]=3)[N:24]=2)[N:35]=[CH:34]1, predict the reactants needed to synthesize it. The reactants are: C(O[BH-](OC(=O)C)OC(=O)C)(=O)C.[Na+].[OH:15][C:16]1[CH:17]=[CH:18][CH:19]=[C:20]2[C:25]=1[N:24]=[C:23]([CH:26]=O)[CH:22]=[CH:21]2.[NH2:28][CH2:29][CH2:30][C:31]1[N:35]=[CH:34][NH:33][CH:32]=1. (6) Given the product [Br:1][C:2]1[CH:7]=[CH:6][C:5]([C:8]2[CH2:9][CH2:10][C:11](=[O:13])[NH:15][N:16]=2)=[CH:4][CH:3]=1, predict the reactants needed to synthesize it. The reactants are: [Br:1][C:2]1[CH:7]=[CH:6][C:5]([C:8](=O)[CH2:9][CH2:10][C:11]([OH:13])=O)=[CH:4][CH:3]=1.[NH2:15][NH2:16]. (7) Given the product [CH3:3][C:4]1[N:8]=[CH:7][N:6]([C:13]2[CH:18]=[CH:17][C:16]([C:19]3[C:20](=[O:42])[N:21]([CH2:28][C:29]([NH:31][C:32]4[CH:37]=[CH:36][CH:35]=[C:34]([C:38]([F:41])([F:40])[F:39])[CH:33]=4)=[O:30])[C:22]4([CH2:27][CH2:26][O:25][CH2:24]4)[N:23]=3)=[CH:15][CH:14]=2)[CH:5]=1, predict the reactants needed to synthesize it. The reactants are: N[C@@H](C(O)=O)[CH2:3][C:4]1[N:8]=[CH:7][NH:6][CH:5]=1.Br[C:13]1[CH:18]=[CH:17][C:16]([C:19]2[C:20](=[O:42])[N:21]([CH2:28][C:29]([NH:31][C:32]3[CH:37]=[CH:36][CH:35]=[C:34]([C:38]([F:41])([F:40])[F:39])[CH:33]=3)=[O:30])[C:22]3([CH2:27][CH2:26][O:25][CH2:24]3)[N:23]=2)=[CH:15][CH:14]=1.CC1N=CNC=1.C(=O)([O-])[O-].[K+].[K+].C(=O)(O)[O-].[Na+]. (8) Given the product [CH3:1][S:2]([C:3]1[N:4]([C:14]2[CH:19]=[CH:18][C:17]([O:20][CH2:21][C:22]([F:28])([F:27])[C:23]([F:24])([F:26])[F:25])=[CH:16][CH:15]=2)[C:5](=[O:13])[C:6]2[CH2:11][C:10](=[O:12])[NH:9][C:7]=2[N:8]=1)=[O:31], predict the reactants needed to synthesize it. The reactants are: [CH3:1][S:2][C:3]1[N:4]([C:14]2[CH:19]=[CH:18][C:17]([O:20][CH2:21][C:22]([F:28])([F:27])[C:23]([F:26])([F:25])[F:24])=[CH:16][CH:15]=2)[C:5](=[O:13])[C:6]2[CH2:11][C:10](=[O:12])[NH:9][C:7]=2[N:8]=1.CO.[OH:31]OS([O-])=O.[K+]. (9) Given the product [C:1]([C:3]1[CH:8]=[CH:7][C:6]([C:9]2[CH:10]=[N:11][N:12]([C:15]3[CH:23]=[CH:22][C:18]([C:19]([N:30]([CH2:29][CH2:28][CH2:27][O:26][CH3:25])[CH3:31])=[O:20])=[CH:17][N:16]=3)[C:13]=2[OH:14])=[C:5]([CH3:24])[CH:4]=1)#[N:2], predict the reactants needed to synthesize it. The reactants are: [C:1]([C:3]1[CH:8]=[CH:7][C:6]([C:9]2[CH:10]=[N:11][N:12]([C:15]3[CH:23]=[CH:22][C:18]([C:19](O)=[O:20])=[CH:17][N:16]=3)[C:13]=2[OH:14])=[C:5]([CH3:24])[CH:4]=1)#[N:2].[CH3:25][O:26][CH2:27][CH2:28][CH2:29][NH:30][CH3:31]. (10) The reactants are: [CH3:1][S:2]([O:5][C:6]1[CH:11]=[CH:10][C:9]([N+:12]([O-])=O)=[C:8]([NH:15][C:16]2[CH:21]=[CH:20][CH:19]=[CH:18][C:17]=2[O:22][C:23]([F:26])([F:25])[F:24])[N:7]=1)(=[O:4])=[O:3].C1N=CN([C:32](N2C=NC=C2)=[O:33])C=1. Given the product [CH3:1][S:2]([O:5][C:6]1[N:7]=[C:8]2[N:15]([C:16]3[CH:21]=[CH:20][CH:19]=[CH:18][C:17]=3[O:22][C:23]([F:26])([F:25])[F:24])[C:32]([OH:33])=[N:12][C:9]2=[CH:10][CH:11]=1)(=[O:4])=[O:3], predict the reactants needed to synthesize it.